From a dataset of TCR-epitope binding with 47,182 pairs between 192 epitopes and 23,139 TCRs. Binary Classification. Given a T-cell receptor sequence (or CDR3 region) and an epitope sequence, predict whether binding occurs between them. The TCR CDR3 sequence is CASSSDRDNEQFF. The epitope is IQYIDIGNY. Result: 0 (the TCR does not bind to the epitope).